Dataset: Forward reaction prediction with 1.9M reactions from USPTO patents (1976-2016). Task: Predict the product of the given reaction. (1) Given the reactants [Br:1][C:2]1[C:10]([N+:11]([O-:13])=[O:12])=[CH:9][C:8]([F:14])=[CH:7][C:3]=1[C:4]([OH:6])=[O:5].S(Cl)(Cl)=O.[CH3:19]N(C)C=O, predict the reaction product. The product is: [Br:1][C:2]1[C:10]([N+:11]([O-:13])=[O:12])=[CH:9][C:8]([F:14])=[CH:7][C:3]=1[C:4]([O:6][CH3:19])=[O:5]. (2) Given the reactants [CH:1]1([C:4]([NH:10][C:11]([C:13]2[CH:18]=[C:17]([O:19][CH2:20][C:21]([F:24])([F:23])[F:22])[C:16]([CH:25]3[CH2:27][CH2:26]3)=[CH:15][N:14]=2)=[O:12])([CH3:9])[CH2:5][C:6]([OH:8])=O)[CH2:3][CH2:2]1.[Cl-].[NH4+:29], predict the reaction product. The product is: [NH2:29][C:6](=[O:8])[CH2:5][C:4]([NH:10][C:11]([C:13]1[CH:18]=[C:17]([O:19][CH2:20][C:21]([F:22])([F:23])[F:24])[C:16]([CH:25]2[CH2:26][CH2:27]2)=[CH:15][N:14]=1)=[O:12])([CH:1]1[CH2:2][CH2:3]1)[CH3:9]. (3) Given the reactants [O:1]=[C:2]([C:6]1[CH:11]=[CH:10][CH:9]=[CH:8][CH:7]=1)[C:3]([OH:5])=[O:4].[CH2:12]([Mg]Br)[CH3:13], predict the reaction product. The product is: [OH:1][C:2]([C:6]1[CH:11]=[CH:10][CH:9]=[CH:8][CH:7]=1)([CH2:12][CH3:13])[C:3]([OH:5])=[O:4]. (4) Given the reactants [CH:1]1([CH2:7][N:8]2[C:12]3[CH:13]=[CH:14][C:15]([NH:17][CH3:18])=[CH:16][C:11]=3[N:10]=[C:9]2[CH:19]([C:21]2[CH:26]=[CH:25][C:24]([O:27]CC)=[CH:23][CH:22]=2)[CH3:20])[CH2:6][CH2:5][CH2:4][CH2:3][CH2:2]1.[CH:30]([N:33]=[C:34]=[O:35])([CH3:32])[CH3:31].Cl[CH2:37][CH2:38]Cl, predict the reaction product. The product is: [CH:1]1([CH2:7][N:8]2[C:12]3[CH:13]=[CH:14][C:15]([N:17]([CH3:18])[C:34]([NH:33][CH:30]([CH3:32])[CH3:31])=[O:35])=[CH:16][C:11]=3[N:10]=[C:9]2[CH:19]([C:21]2[CH:22]=[CH:23][C:24]([O:27][CH2:37][CH3:38])=[CH:25][CH:26]=2)[CH3:20])[CH2:2][CH2:3][CH2:4][CH2:5][CH2:6]1.